Dataset: B-cell epitopes from PDB crystal structures with 447 antigens. Task: Token-level Classification. Given an antigen amino acid sequence, predict which amino acid positions are active epitope sites capable of antibody binding. Output is a list of indices for active positions. (1) The epitope positions are: [28, 68, 69, 70, 75, 76, 77, 86, 89, 90, 91, 123, 126, 127, 158, 159]. The amino acids at these positions are: YVSSQGKWKKNEKLGQ. Given the antigen sequence: PLILRDCSVAGWLLGNPMCDANPVNDLCYPGDFNDYEELKHLLSRINHFEKIQIIPKSSWSSHEASLGVSSACPYQGKSSFFRNVVWLIKKNSTYPTIKRSYNNTNQEDLLVLWGIHHPNDAAEQTKLYQNPTTYISVGTSTLNQRLVPRIATRSKVNGQSGRMEFFWTILKPNDAINFESNGNFIAPEYAYKIVK, which amino acid positions are active epitope sites? (2) The epitope positions are: [48, 51, 52, 55, 56, 58, 59, 61, 62, 65, 66, 68, 69, 72, 73, 75, 76, 79]. The amino acids at these positions are: SLSNDPINDKLSNLKAAE. Given the antigen sequence: SDMRKDAERRFDKFVEAAKNKFDKFKADMKKLARKEAEQARRAVRNRLSELLSKINDMPITNDQKKLMSNDVLKFAAEAEKKIEALAADAE, which amino acid positions are active epitope sites? (3) Given the antigen sequence: YFGKLESKLSVIRNLNDQVLFIDQGNRPLFEDMTDSDARDNAPRTIFIISMYKDSQPRGMAVTISVKAEKISTLSAENKIISFKEMNPPDNIKDTKSDIIFFQRSVPGHDNKMQFESSSYEGYFLAAEKERDLFKLILKKEDELGDRSIMFTVQNEA, which amino acid positions are active epitope sites? The epitope positions are: [14, 26, 27, 28, 56, 76, 77, 78, 79, 80, 81, 103, 106, 107, 108, 111, 115, 120, 122, 123... (37 total positions)]. The amino acids at these positions are: LRPLPENKIISRPGHKEEYFEERLKILKKE.... (4) Given the antigen sequence: AVCPGTLNGLSVAENQYQTLYKLYERCEVVMGNLEIVLTGHNADLSFLQWIREVTGYVLVAMNEFSTLPLPNLRVVRGTQVYDGKFAIFVMLNYNTNSSHALRQLRLTQLTEILSGGVYIEKNDKLCHMDTIDWRDIVRDRDAEIVVKDNGRSCPPCHEVCKGRCWGPGSEDCQTLTKTICAPQCNGHCFGPNPNQCCHDECAGGCSGPQDTDCFACRHFNDSGACVPRCPQPLVYNKLTFQLEPNPHTKYQYGGVCVASCPHNFVVDQTSCVRACPPDKMEVDKNGLKMCEPCGGLCPKACEGTGSGSRFQTVDSSNIDGFVNCTKILGNLDFLITGLNGDPWHKIPALDPEKLNVFRTVREITGYLNIQSWPPHMHNFSVFSNLTTIGGRSLYNRGFSLLIMKNLNVTSLGFRSLKEISAGRIYISANRQLCYHHSLNWTKVLRGPTEERLDIKHNRPRRDCVAEGKVCDPLCSSGGCWGPGPGQCLSCRNYSRGGVC..., which amino acid positions are active epitope sites? The epitope positions are: [61, 82, 85, 88, 90, 91, 93, 95, 118, 121, 134, 142, 143, 144, 145, 147, 148, 151]. The amino acids at these positions are: MDFFMLYTYKRAEIVKDR.